This data is from Peptide-MHC class I binding affinity with 185,985 pairs from IEDB/IMGT. The task is: Regression. Given a peptide amino acid sequence and an MHC pseudo amino acid sequence, predict their binding affinity value. This is MHC class I binding data. (1) The peptide sequence is KVSGTGPCA. The MHC is HLA-B07:02 with pseudo-sequence HLA-B07:02. The binding affinity (normalized) is 0. (2) The peptide sequence is AATKRYPGV. The MHC is HLA-A02:02 with pseudo-sequence HLA-A02:02. The binding affinity (normalized) is 0.0221. (3) The peptide sequence is FASPLHVAWR. The MHC is Patr-A0101 with pseudo-sequence Patr-A0101. The binding affinity (normalized) is 0.237. (4) The peptide sequence is QPWTPVSSF. The MHC is HLA-B15:01 with pseudo-sequence HLA-B15:01. The binding affinity (normalized) is 0.0847.